The task is: Predict the reactants needed to synthesize the given product.. This data is from Retrosynthesis with 50K atom-mapped reactions and 10 reaction types from USPTO. (1) Given the product CCN(Cc1cc(C(=O)OCCCN2CCN(CCOC(=O)Cc3ccccc3Nc3c(Cl)cccc3Cl)CC2)cc(Br)c1N)C1CCCCC1, predict the reactants needed to synthesize it. The reactants are: CCN(Cc1cc(C(=O)OCCCN2CCN(CCO)CC2)cc(Br)c1N)C1CCCCC1.O=C(O)Cc1ccccc1Nc1c(Cl)cccc1Cl. (2) Given the product O=C(c1cnc2ccc(-c3cc(Cl)c(O)c(Cl)c3)cc2c1N[C@H]1CC[C@H](CN2CCC(O)C2)CC1)C1CC1, predict the reactants needed to synthesize it. The reactants are: CC1(C)OB(c2cc(Cl)c(O)c(Cl)c2)OC1(C)C.O=C(c1cnc2ccc(Br)cc2c1N[C@H]1CC[C@H](CN2CCC(O)C2)CC1)C1CC1. (3) Given the product CCCCCc1ccc(Br)c(OC(=O)c2c(Br)ccc(C)c2F)c1F, predict the reactants needed to synthesize it. The reactants are: CCCCCc1ccc(Br)c(O)c1F.Cc1ccc(Br)c(C(=O)O)c1F. (4) Given the product N#Cc1ccc(C#CCO)cc1, predict the reactants needed to synthesize it. The reactants are: C#CCO.N#Cc1ccc(I)cc1. (5) The reactants are: O=C(NCC1CCc2cc(O)ccc2C1)C(O)c1ccc(Cl)cc1. Given the product Oc1ccc2c(c1)CCC(CNCC(O)c1ccc(Cl)cc1)C2, predict the reactants needed to synthesize it.